This data is from Peptide-MHC class I binding affinity with 185,985 pairs from IEDB/IMGT. The task is: Regression. Given a peptide amino acid sequence and an MHC pseudo amino acid sequence, predict their binding affinity value. This is MHC class I binding data. (1) The peptide sequence is IIYYQLAGY. The MHC is HLA-A26:02 with pseudo-sequence HLA-A26:02. The binding affinity (normalized) is 1.00. (2) The peptide sequence is SGLSEEEVR. The MHC is HLA-A11:01 with pseudo-sequence HLA-A11:01. The binding affinity (normalized) is 0. (3) The peptide sequence is RPRVAQLTF. The MHC is HLA-B46:01 with pseudo-sequence HLA-B46:01. The binding affinity (normalized) is 0.0847. (4) The peptide sequence is APRQPGLMA. The MHC is HLA-A69:01 with pseudo-sequence HLA-A69:01. The binding affinity (normalized) is 0.0847. (5) The peptide sequence is DRGFAAPQF. The MHC is Mamu-B17 with pseudo-sequence Mamu-B17. The binding affinity (normalized) is 0. (6) The peptide sequence is YPLTFGWCF. The MHC is HLA-B51:01 with pseudo-sequence HLA-B51:01. The binding affinity (normalized) is 0.322. (7) The peptide sequence is YEAMYTPHT. The MHC is HLA-B45:01 with pseudo-sequence HLA-B45:01. The binding affinity (normalized) is 0.537. (8) The peptide sequence is HLDELTTTL. The MHC is HLA-A01:01 with pseudo-sequence HLA-A01:01. The binding affinity (normalized) is 0.213. (9) The peptide sequence is HDWLMDSPM. The MHC is HLA-B40:01 with pseudo-sequence HLA-B40:01. The binding affinity (normalized) is 0.0470. (10) The MHC is HLA-A01:01 with pseudo-sequence HLA-A01:01. The peptide sequence is LAGLFIDAGY. The binding affinity (normalized) is 0.315.